This data is from Reaction yield outcomes from USPTO patents with 853,638 reactions. The task is: Predict the reaction yield, written as a fraction of the theoretical maximum amount of product (1.0 means a 100% yield; for example, 0.34 means a 34% yield). The reactants are [CH3:1][C:2]1[NH:3][CH:4]=[C:5]([C:7]([OH:9])=O)[N:6]=1.CN(C(ON1N=NC2C1=CC=CC=2)=[N+](C)C)C.F[P-](F)(F)(F)(F)F.Cl.CN(C)CCCN=C=NCC.CCN(C(C)C)C(C)C.[NH2:55][C@@H:56]([CH3:72])[CH2:57][N:58]1[CH:62]=[CH:61][C:60]([C:63]2[CH:70]=[CH:69][C:66]([C:67]#[N:68])=[C:65]([Cl:71])[CH:64]=2)=[N:59]1. The catalyst is CN(C)C=O.O. The product is [Cl:71][C:65]1[CH:64]=[C:63]([C:60]2[CH:61]=[CH:62][N:58]([CH2:57][C@@H:56]([NH:55][C:7]([C:5]3[N:6]=[C:2]([CH3:1])[NH:3][CH:4]=3)=[O:9])[CH3:72])[N:59]=2)[CH:70]=[CH:69][C:66]=1[C:67]#[N:68]. The yield is 0.716.